This data is from Full USPTO retrosynthesis dataset with 1.9M reactions from patents (1976-2016). The task is: Predict the reactants needed to synthesize the given product. (1) Given the product [Cl:15][CH2:16][C:17]([NH:7][CH:6]([CH3:8])[C:5]([O:4][CH2:2][CH3:3])=[O:9])=[O:18], predict the reactants needed to synthesize it. The reactants are: Cl.[CH2:2]([O:4][C:5](=[O:9])[C@H:6]([CH3:8])[NH2:7])[CH3:3].C([O-])(O)=O.[Na+].[Cl:15][CH2:16][C:17](Cl)=[O:18]. (2) The reactants are: C([N-]C(C)C)(C)C.[Li+].[Br:9][C:10]1[CH:15]=[CH:14][CH:13]=[CH:12][N:11]=1.[CH3:16][C:17]([CH3:19])=[O:18]. Given the product [Br:9][C:10]1[C:15]([C:17]([OH:18])([CH3:19])[CH3:16])=[CH:14][CH:13]=[CH:12][N:11]=1, predict the reactants needed to synthesize it. (3) Given the product [Cl:109][C:104]1[CH:103]=[C:102]([CH:107]=[CH:106][C:105]=1[Cl:108])[CH2:101][O:100][C:97]1[CH:98]=[CH:99][C:94]([C@H:85]2[O:84][C:83]3[C:88](=[CH:89][C:90]4[CH2:91][C@@H:78]([C:76]([NH:75][C@@H:59]([CH2:60][C:61]5[CH:66]=[CH:65][C:64]([C:67]6[CH:68]=[CH:69][C:70]([O:73][CH3:74])=[CH:71][CH:72]=6)=[CH:63][CH:62]=5)[C:58]([OH:119])=[O:57])=[O:77])[N:79]([C@H:110]([C:113]5[CH:114]=[CH:115][CH:116]=[CH:117][CH:118]=5)[CH2:111][CH3:112])[CH2:80][C:81]=4[CH:82]=3)[N:87]([CH3:92])[C:86]2=[O:93])=[CH:95][CH:96]=1, predict the reactants needed to synthesize it. The reactants are: COC(=O)[C@@H](NC([C@@H]1CC2C=C3C(O[C@H](C4C=CC(O)=CC=4)C(=O)N3C)=CC=2CN1[C@H](C1C=CC=CC=1)CC)=O)CC1C=CC(C2C=CC(OC)=CC=2)=CC=1.C[O:57][C:58](=[O:119])[C@@H:59]([NH:75][C:76]([C@@H:78]1[CH2:91][C:90]2[CH:89]=[C:88]3[C:83]([O:84][C@H:85]([C:94]4[CH:99]=[CH:98][C:97]([O:100][CH2:101][C:102]5[CH:107]=[CH:106][C:105]([Cl:108])=[C:104]([Cl:109])[CH:103]=5)=[CH:96][CH:95]=4)[C:86](=[O:93])[N:87]3[CH3:92])=[CH:82][C:81]=2[CH2:80][N:79]1[C@H:110]([C:113]1[CH:118]=[CH:117][CH:116]=[CH:115][CH:114]=1)[CH2:111][CH3:112])=[O:77])[CH2:60][C:61]1[CH:66]=[CH:65][C:64]([C:67]2[CH:72]=[CH:71][C:70]([O:73][CH3:74])=[CH:69][CH:68]=2)=[CH:63][CH:62]=1. (4) Given the product [CH3:7][C:5]1[S:4][C:3]([C:8]2[CH:9]=[CH:10][N:29]=[C:27]([NH:26][C:23]3[CH:24]=[CH:25][C:20]([OH:19])=[C:21]([N+:15]([O-:18])=[O:16])[CH:22]=3)[N:28]=2)=[C:2]([CH3:1])[N:6]=1, predict the reactants needed to synthesize it. The reactants are: [CH3:1][C:2]1[N:6]=[C:5]([CH3:7])[S:4][C:3]=1/[CH:8]=[CH:9]/[C:10](N(C)C)=O.[N+:15]([O-:18])(O)=[O:16].[OH:19][C:20]1[CH:25]=[CH:24][C:23]([NH:26][C:27]([NH2:29])=[NH:28])=[C:22]([N+]([O-])=O)[CH:21]=1.[OH-].[Na+]. (5) Given the product [F:18][C:17]([F:20])([F:19])[CH:16]([O:21][C:2]1[CH:11]=[N:10][C:9]2[C:4](=[CH:5][C:6]([O:12][CH3:13])=[CH:7][CH:8]=2)[N:3]=1)[CH2:15][N:32]1[CH2:31][CH2:30][CH:29]([NH:28][C:27]([C:44]2[CH:45]=[CH:46][C:40]3[S:39][CH2:38][C:37](=[O:36])[NH:42][C:41]=3[CH:43]=2)=[O:35])[CH2:34][CH2:33]1, predict the reactants needed to synthesize it. The reactants are: Cl[C:2]1[CH:11]=[N:10][C:9]2[C:4](=[CH:5][C:6]([O:12][CH3:13])=[CH:7][CH:8]=2)[N:3]=1.Br[CH2:15][CH:16]([OH:21])[C:17]([F:20])([F:19])[F:18].C(O[C:27](=[O:35])[NH:28][CH:29]1[CH2:34][CH2:33][NH:32][CH2:31][CH2:30]1)(C)(C)C.[O:36]=[C:37]1[NH:42][C:41]2[CH:43]=[C:44](C(O)=O)[CH:45]=[CH:46][C:40]=2[S:39][CH2:38]1. (6) Given the product [F:33][C:29]1[CH:28]=[C:27]2[C:32]([C:23]([NH:15][C:14]3[CH:13]=[C:12]([N:16]4[CH2:21][CH2:20][O:19][CH2:18][CH2:17]4)[N:11]=[CH:10][C:9]=3[C:6]3[CH:7]=[N:8][C:3]([O:2][CH3:1])=[CH:4][CH:5]=3)=[C:24]([CH3:40])[C:25]([C:34]3[CH:39]=[CH:38][CH:37]=[CH:36][N:35]=3)=[N:26]2)=[CH:31][CH:30]=1, predict the reactants needed to synthesize it. The reactants are: [CH3:1][O:2][C:3]1[N:8]=[CH:7][C:6]([C:9]2[CH:10]=[N:11][C:12]([N:16]3[CH2:21][CH2:20][O:19][CH2:18][CH2:17]3)=[CH:13][C:14]=2[NH2:15])=[CH:5][CH:4]=1.Cl[C:23]1[C:32]2[C:27](=[CH:28][C:29]([F:33])=[CH:30][CH:31]=2)[N:26]=[C:25]([C:34]2[CH:39]=[CH:38][CH:37]=[CH:36][N:35]=2)[C:24]=1[CH3:40].C1(P(C2CCCCC2)C2C=CC=CC=2C2C(C(C)C)=CC(C(C)C)=CC=2C(C)C)CCCCC1.CC(C)([O-])C.[Na+]. (7) The reactants are: [CH3:1][O:2][C:3]1[CH:4]=[C:5]([CH:7]=[C:8]([O:12][CH3:13])[C:9]=1[O:10][CH3:11])[NH2:6].[CH3:14][O:15][C:16]1[CH:21]=[CH:20][C:19]([S:22](Cl)(=[O:24])=[O:23])=[CH:18][CH:17]=1. Given the product [CH3:14][O:15][C:16]1[CH:17]=[CH:18][C:19]([S:22]([NH:6][C:5]2[CH:7]=[C:8]([O:12][CH3:13])[C:9]([O:10][CH3:11])=[C:3]([O:2][CH3:1])[CH:4]=2)(=[O:24])=[O:23])=[CH:20][CH:21]=1, predict the reactants needed to synthesize it. (8) Given the product [CH3:19][N:20]([CH3:22])[CH:21]=[C:9]1[CH2:10][CH2:11][CH2:12][CH:7]([C:2]2[CH:3]=[CH:4][CH:5]=[CH:6][N:1]=2)[C:8]1=[O:13], predict the reactants needed to synthesize it. The reactants are: [N:1]1[CH:6]=[CH:5][CH:4]=[CH:3][C:2]=1[CH:7]1[CH2:12][CH2:11][CH2:10][CH2:9][C:8]1=[O:13].C(O[CH:19](N(C)C)[N:20]([CH3:22])[CH3:21])(C)(C)C. (9) Given the product [C:18]1([C:11]([CH:8]2[CH2:7][CH2:6][O:5][CH2:10][CH2:9]2)=[O:13])[CH:23]=[CH:22][CH:21]=[CH:20][CH:19]=1, predict the reactants needed to synthesize it. The reactants are: O=S(Cl)Cl.[O:5]1[CH2:10][CH2:9][CH:8]([C:11]([OH:13])=O)[CH2:7][CH2:6]1.[Al+3].[Cl-].[Cl-].[Cl-].[CH:18]1[CH:23]=[CH:22][CH:21]=[CH:20][CH:19]=1.